From a dataset of Retrosynthesis with 50K atom-mapped reactions and 10 reaction types from USPTO. Predict the reactants needed to synthesize the given product. (1) Given the product COC(=O)c1ccc(N2CCC23COC3)c(OCC2CC2)n1, predict the reactants needed to synthesize it. The reactants are: C1CC2(COC2)N1.COC(=O)c1ccc(Br)c(OCC2CC2)n1. (2) Given the product CCOC(=O)c1ccc(NC(=O)c2ccc3c(c2)N(S(=O)(=O)c2cc(Cl)ccc2OC)CCCC3)cc1, predict the reactants needed to synthesize it. The reactants are: CCOC(=O)c1ccc(N)cc1.COc1ccc(Cl)cc1S(=O)(=O)N1CCCCc2ccc(C(=O)O)cc21. (3) The reactants are: CC(C)(C)OC(=O)CC(=O)c1cccc(-c2ccccn2)c1.CCOc1cc(NC(=O)OC(C)(C)C)c(N)cc1C(F)(F)F. Given the product CCOc1cc(NC(=O)OC(C)(C)C)c(NC(=O)CC(=O)c2cccc(-c3ccccn3)c2)cc1C(F)(F)F, predict the reactants needed to synthesize it. (4) Given the product Cc1nc2cc(OC3CCC(C(C)(C)C)CC3)ccc2s1, predict the reactants needed to synthesize it. The reactants are: CC(C)(C)[C@H]1CC[C@@H](O)CC1.Cc1nc2cc(O)ccc2s1. (5) Given the product CCCCNC(=O)NCCc1nc(-c2ccc(-c3ccccc3)cc2)c[nH]1, predict the reactants needed to synthesize it. The reactants are: CCCCN=C=O.NCCc1nc(-c2ccc(-c3ccccc3)cc2)c[nH]1. (6) Given the product O=C[C@H]1CN(C(=O)CCCCC(=O)OCc2ccccc2)C[C@@H]1c1cccc(C(F)(F)F)c1, predict the reactants needed to synthesize it. The reactants are: O=C(CCCCC(=O)N1C[C@H](c2cccc(C(F)(F)F)c2)[C@@H](CO)C1)OCc1ccccc1.